From a dataset of Forward reaction prediction with 1.9M reactions from USPTO patents (1976-2016). Predict the product of the given reaction. Given the reactants [Cl:1][C:2]1[CH:9]=[C:8]([C:10]2[CH:11]=[N:12][CH:13]=[C:14]([CH:16]=O)[CH:15]=2)[CH:7]=[CH:6][C:3]=1[C:4]#[N:5].[CH2:18]([S:20]([NH2:23])(=[O:22])=[O:21])[CH3:19].[CH:24]1([Mg]Br)[CH2:26][CH2:25]1, predict the reaction product. The product is: [Cl:1][C:2]1[CH:9]=[C:8]([C:10]2[CH:15]=[C:14]([CH:16]([CH:24]3[CH2:26][CH2:25]3)[NH:23][S:20]([CH2:18][CH3:19])(=[O:22])=[O:21])[CH:13]=[N:12][CH:11]=2)[CH:7]=[CH:6][C:3]=1[C:4]#[N:5].